This data is from Forward reaction prediction with 1.9M reactions from USPTO patents (1976-2016). The task is: Predict the product of the given reaction. (1) Given the reactants Br[C:2]1[C:7]2[C:8](=[O:24])[N:9]3[CH2:16][CH2:15][N:14]([C:17]([O:19][C:20]([CH3:23])([CH3:22])[CH3:21])=[O:18])[CH2:13][CH:10]3[CH2:11][O:12][C:6]=2[CH:5]=[CH:4][CH:3]=1.[C:25]([O:29][CH3:30])(=[O:28])[CH:26]=[CH2:27].C1(P(C2C=CC=CC=2)C2C=CC=CC=2)C=CC=CC=1.C([O-])(=O)C.[Na+], predict the reaction product. The product is: [CH3:30][O:29][C:25](=[O:28])/[CH:26]=[CH:27]/[C:2]1[C:7]2[C:8](=[O:24])[N:9]3[CH2:16][CH2:15][N:14]([C:17]([O:19][C:20]([CH3:21])([CH3:22])[CH3:23])=[O:18])[CH2:13][CH:10]3[CH2:11][O:12][C:6]=2[CH:5]=[CH:4][CH:3]=1. (2) The product is: [C:46]([OH:53])(=[O:52])/[CH:47]=[CH:48]\[C:49]([OH:51])=[O:50].[F:45][C:15]1[CH:16]=[C:17]([NH:20][C:21]([C:23]2[C:24](=[O:44])[N:25]([C:38]3[CH:39]=[CH:40][CH:41]=[CH:42][CH:43]=3)[N:26]([CH2:29][C@@H:30]([O:32][C:33](=[O:37])[C@@H:34]([NH2:36])[CH3:35])[CH3:31])[C:27]=2[CH3:28])=[O:22])[CH:18]=[CH:19][C:14]=1[O:13][C:7]1[C:6]2[C:11](=[CH:12][C:3]([O:2][CH3:1])=[CH:4][CH:5]=2)[N:10]=[CH:9][CH:8]=1. Given the reactants [CH3:1][O:2][C:3]1[CH:12]=[C:11]2[C:6]([C:7]([O:13][C:14]3[CH:19]=[CH:18][C:17]([NH:20][C:21]([C:23]4[C:24](=[O:44])[N:25]([C:38]5[CH:43]=[CH:42][CH:41]=[CH:40][CH:39]=5)[N:26]([CH2:29][C@@H:30]([O:32][C:33](=[O:37])[C@@H:34]([NH2:36])[CH3:35])[CH3:31])[C:27]=4[CH3:28])=[O:22])=[CH:16][C:15]=3[F:45])=[CH:8][CH:9]=[N:10]2)=[CH:5][CH:4]=1.[C:46]([OH:53])(=[O:52])/[CH:47]=[CH:48]\[C:49]([OH:51])=[O:50], predict the reaction product. (3) The product is: [Br:16][CH2:11][CH2:10][CH2:9][CH2:8][CH2:7][CH2:6][S:5][CH2:4][CH:3]=[O:2]. Given the reactants C[O:2][CH:3](OC)[CH2:4][S:5][CH2:6][CH2:7][CH2:8][CH2:9][CH2:10][CH2:11]O.C(Br)(Br)(Br)[Br:16].C1(P(C2C=CC=CC=2)C2C=CC=CC=2)C=CC=CC=1, predict the reaction product. (4) Given the reactants [NH2:1][C:2]1[S:6][CH:5]=[C:4]([C:7]2[N:12]3[N:13]=[CH:14][C:15]([C:16]([C:18]4[S:19][CH:20]=[CH:21][CH:22]=4)=[O:17])=[C:11]3[N:10]=[CH:9][CH:8]=2)[CH:3]=1.[C:23](Cl)(=[O:28])[CH2:24][CH:25]([CH3:27])[CH3:26], predict the reaction product. The product is: [CH3:26][CH:25]([CH3:27])[CH2:24][C:23]([NH:1][C:2]1[S:6][CH:5]=[C:4]([C:7]2[N:12]3[N:13]=[CH:14][C:15]([C:16]([C:18]4[S:19][CH:20]=[CH:21][CH:22]=4)=[O:17])=[C:11]3[N:10]=[CH:9][CH:8]=2)[CH:3]=1)=[O:28]. (5) Given the reactants [F:1][C:2]1[CH:7]=[CH:6][C:5]([C:8]2[C:12](/[CH:13]=[CH:14]/[C:15]3[CH:16]=[C:17]([C:20]([OH:22])=O)[NH:18][N:19]=3)=[C:11]([CH3:23])[O:10][N:9]=2)=[CH:4][CH:3]=1.[CH2:24]([NH2:26])[CH3:25], predict the reaction product. The product is: [CH2:24]([NH:26][C:20]([C:17]1[NH:18][N:19]=[C:15](/[CH:14]=[CH:13]/[C:12]2[C:8]([C:5]3[CH:4]=[CH:3][C:2]([F:1])=[CH:7][CH:6]=3)=[N:9][O:10][C:11]=2[CH3:23])[CH:16]=1)=[O:22])[CH3:25].